Dataset: Reaction yield outcomes from USPTO patents with 853,638 reactions. Task: Predict the reaction yield, written as a fraction of the theoretical maximum amount of product (1.0 means a 100% yield; for example, 0.34 means a 34% yield). (1) The reactants are [F:1][C:2]1[CH:7]=[CH:6][CH:5]=[CH:4][C:3]=1[CH2:8][C:9]([OH:11])=[O:10].[C:12]1([C@@H:18](O)[CH3:19])[CH:17]=[CH:16][CH:15]=[CH:14][CH:13]=1.CCN=C=NCCCN(C)C. The catalyst is CN(C1C=CN=CC=1)C.C(Cl)Cl. The product is [F:1][C:2]1[CH:7]=[CH:6][CH:5]=[CH:4][C:3]=1[CH2:8][C:9]([O:11][C@H:18]([C:12]1[CH:17]=[CH:16][CH:15]=[CH:14][CH:13]=1)[CH3:19])=[O:10]. The yield is 0.920. (2) The product is [F:1][C:2]1[CH:3]=[C:4]2[C:9](=[CH:10][CH:11]=1)[N:8]=[C:7]([NH:12][C:13]([N:30]1[CH2:29][CH2:28][N:27]([C:22]3[CH:23]=[CH:24][CH:25]=[CH:26][C:21]=3[F:20])[CH2:32][CH2:31]1)=[O:17])[C:6]([O:18][CH3:19])=[N:5]2. The yield is 0.850. The reactants are [F:1][C:2]1[CH:3]=[C:4]2[C:9](=[CH:10][CH:11]=1)[N:8]=[C:7]([NH:12][C:13](=[O:17])OCC)[C:6]([O:18][CH3:19])=[N:5]2.[F:20][C:21]1[CH:26]=[CH:25][CH:24]=[CH:23][C:22]=1[N:27]1[CH2:32][CH2:31][NH:30][CH2:29][CH2:28]1. No catalyst specified. (3) The reactants are CC(C)=CC[O:5][C:6]1[CH:15]=[C:14]([O:16][CH2:17][O:18][CH3:19])[CH:13]=[C:12]2[C:7]=1[C:8](=[O:27])[CH:9]=[C:10]([C:20]1[CH:25]=[CH:24][C:23]([Cl:26])=[CH:22][CH:21]=1)[O:11]2.Cl. The catalyst is C(N(CC)C1C=CC=CC=1)C. The product is [Cl:26][C:23]1[CH:22]=[CH:21][C:20]([C:10]2[O:11][C:12]3[C:7]([C:8](=[O:27])[CH:9]=2)=[C:6]([OH:5])[CH:15]=[C:14]([O:16][CH2:17][O:18][CH3:19])[C:13]=3[CH2:15][CH:6]=[C:7]([CH3:12])[CH3:8])=[CH:25][CH:24]=1. The yield is 0.446. (4) The reactants are Br[C:2]1[C:3]([NH:25][CH3:26])=[N:4][C:5]([NH:8][C:9]2[CH:14]=[CH:13][C:12]([C:15]([N:17]3[CH2:22][CH2:21][O:20][CH2:19][CH2:18]3)=[O:16])=[CH:11][C:10]=2[O:23][CH3:24])=[N:6][CH:7]=1.[CH3:27][N:28](C=O)C. The catalyst is [C-]#N.[Zn+2].[C-]#N.C1C=CC(/C=C/C(/C=C/C2C=CC=CC=2)=O)=CC=1.C1C=CC(/C=C/C(/C=C/C2C=CC=CC=2)=O)=CC=1.C1C=CC(/C=C/C(/C=C/C2C=CC=CC=2)=O)=CC=1.[Pd].[Pd].C1C=CC(P(C2C=CC=CC=2)[C-]2C=CC=C2)=CC=1.C1C=CC(P(C2C=CC=CC=2)[C-]2C=CC=C2)=CC=1.[Fe+2]. The product is [CH3:24][O:23][C:10]1[CH:11]=[C:12]([C:15]([N:17]2[CH2:22][CH2:21][O:20][CH2:19][CH2:18]2)=[O:16])[CH:13]=[CH:14][C:9]=1[NH:8][C:5]1[N:4]=[C:3]([NH:25][CH3:26])[C:2]([C:27]#[N:28])=[CH:7][N:6]=1. The yield is 0.820. (5) The reactants are I[C:2]1[C:3]([C:7]([O:9][CH2:10][CH3:11])=[O:8])=[N:4][NH:5][CH:6]=1.[Cl:12][C:13]1[CH:20]=[CH:19][C:16]([CH:17]=[O:18])=[CH:15][CH:14]=1.[CH2:21]1COCC1. No catalyst specified. The product is [Cl:12][C:13]1[CH:20]=[CH:19][C:16]([CH:17]([OH:18])[C:2]2[C:3]([C:7]([O:9][CH2:10][CH3:11])=[O:8])=[N:4][N:5]([CH3:21])[CH:6]=2)=[CH:15][CH:14]=1. The yield is 0.820. (6) The reactants are [Cl:1][C:2]1[C:7]([C:8]([O:10]CC2C=CC=CC=2)=[O:9])=[C:6]([F:18])[C:5]([N:19](S(CCC)(=O)=O)[S:20]([CH2:23][CH2:24][CH3:25])(=[O:22])=[O:21])=[CH:4][CH:3]=1.[OH-].[K+]. The catalyst is C1COCC1. The product is [Cl:1][C:2]1[C:7]([C:8]([OH:10])=[O:9])=[C:6]([F:18])[C:5]([NH:19][S:20]([CH2:23][CH2:24][CH3:25])(=[O:21])=[O:22])=[CH:4][CH:3]=1. The yield is 0.680.